From a dataset of Full USPTO retrosynthesis dataset with 1.9M reactions from patents (1976-2016). Predict the reactants needed to synthesize the given product. Given the product [CH3:1][C:2]1[N:7]=[C:6]([C:8]2[CH:13]=[CH:12][N:11]=[C:10]([C:14]3[CH:15]=[C:16]([NH:20][S:32]([CH3:31])(=[O:34])=[O:33])[CH:17]=[CH:18][CH:19]=3)[CH:9]=2)[CH:5]=[C:4]([C:21]2[CH:26]=[CH:25][C:24]([C:27]([F:28])([F:30])[F:29])=[CH:23][CH:22]=2)[CH:3]=1, predict the reactants needed to synthesize it. The reactants are: [CH3:1][C:2]1[N:7]=[C:6]([C:8]2[CH:13]=[CH:12][N:11]=[C:10]([C:14]3[CH:15]=[C:16]([NH2:20])[CH:17]=[CH:18][CH:19]=3)[CH:9]=2)[CH:5]=[C:4]([C:21]2[CH:26]=[CH:25][C:24]([C:27]([F:30])([F:29])[F:28])=[CH:23][CH:22]=2)[CH:3]=1.[CH3:31][S:32](Cl)(=[O:34])=[O:33].